Predict the reaction yield, written as a fraction of the theoretical maximum amount of product (1.0 means a 100% yield; for example, 0.34 means a 34% yield). From a dataset of Reaction yield outcomes from USPTO patents with 853,638 reactions. The reactants are [C:1]([O:5][C:6]([NH:8][C:9]1[CH:18]=[CH:17][C:16]2[C:11](=[CH:12][CH:13]=[C:14]([C:19]([O:21][CH3:22])=[O:20])[CH:15]=2)[C:10]=1[Br:23])=[O:7])([CH3:4])([CH3:3])[CH3:2].[H-].[Na+].[Cl:26][CH:27]=[CH:28][CH2:29]Cl.CC(O)=O. The catalyst is CN(C=O)C.CCOC(C)=O. The product is [C:1]([O:5][C:6]([N:8]([CH2:29][CH:28]=[CH:27][Cl:26])[C:9]1[CH:18]=[CH:17][C:16]2[C:11](=[CH:12][CH:13]=[C:14]([C:19]([O:21][CH3:22])=[O:20])[CH:15]=2)[C:10]=1[Br:23])=[O:7])([CH3:4])([CH3:3])[CH3:2]. The yield is 0.950.